From a dataset of Kir2.1 potassium channel HTS with 301,493 compounds. Binary Classification. Given a drug SMILES string, predict its activity (active/inactive) in a high-throughput screening assay against a specified biological target. The molecule is o1[nH]c2=C3N=C(N=C3CCc2n1)c1occc1. The result is 0 (inactive).